This data is from Forward reaction prediction with 1.9M reactions from USPTO patents (1976-2016). The task is: Predict the product of the given reaction. (1) Given the reactants [Br:1][C:2]1[CH:7]=[CH:6][C:5]([C:8](=O)[C:9]([F:12])([F:11])[F:10])=[CH:4][CH:3]=1.[CH3:14][N+:15]([O-:17])=[O:16].O, predict the reaction product. The product is: [Br:1][C:2]1[CH:7]=[CH:6][C:5]([C:8]([C:9]([F:12])([F:11])[F:10])=[CH:14][N+:15]([O-:17])=[O:16])=[CH:4][CH:3]=1. (2) Given the reactants [Cl:1][C:2]1[CH:7]=[CH:6][CH:5]=[CH:4][C:3]=1[C:8]1[O:12][N:11]=[CH:10][C:9]=1[C:13]([OH:15])=O.C(O)(=O)C(O)=O.[CH3:22][O:23][C:24]1[CH:35]=[CH:34][C:27]([CH2:28][CH:29]2[CH2:33][CH2:32][NH:31][CH2:30]2)=[CH:26][CH:25]=1, predict the reaction product. The product is: [Cl:1][C:2]1[CH:7]=[CH:6][CH:5]=[CH:4][C:3]=1[C:8]1[O:12][N:11]=[CH:10][C:9]=1[C:13]([N:31]1[CH2:32][CH2:33][CH:29]([CH2:28][C:27]2[CH:26]=[CH:25][C:24]([O:23][CH3:22])=[CH:35][CH:34]=2)[CH2:30]1)=[O:15]. (3) Given the reactants Br[CH2:2][CH2:3][CH2:4][O:5][CH3:6].[Mg].II.[CH:10]([SiH:13]([CH:15]([CH3:17])[CH3:16])Cl)([CH3:12])[CH3:11].[Cl-].[NH4+], predict the reaction product. The product is: [CH:10]([SiH:13]([CH:15]([CH3:17])[CH3:16])[CH2:2][CH2:3][CH2:4][O:5][CH3:6])([CH3:12])[CH3:11]. (4) The product is: [Cl:1][C:2]1[N:7]=[C:6]([N:9]2[CH2:14][CH2:13][CH:12]([C:15]([O:17][CH2:18][CH3:19])=[O:16])[CH2:11][CH2:10]2)[CH:5]=[CH:4][N:3]=1. Given the reactants [Cl:1][C:2]1[N:7]=[C:6](Cl)[CH:5]=[CH:4][N:3]=1.[NH:9]1[CH2:14][CH2:13][CH:12]([C:15]([O:17][CH2:18][CH3:19])=[O:16])[CH2:11][CH2:10]1.C(N(CC)CC)C, predict the reaction product. (5) The product is: [O:21]([C:2]1[S:6][C:5]([CH:7]=[O:8])=[CH:4][C:3]=1[C:9]1[CH:14]=[CH:13][CH:12]=[CH:11][CH:10]=1)[C:15]1[CH:20]=[CH:19][CH:18]=[CH:17][CH:16]=1. Given the reactants Br[C:2]1[S:6][C:5]([CH:7]=[O:8])=[CH:4][C:3]=1[C:9]1[CH:14]=[CH:13][CH:12]=[CH:11][CH:10]=1.[C:15]1([O-:21])[CH:20]=[CH:19][CH:18]=[CH:17][CH:16]=1.[Na+].O, predict the reaction product. (6) Given the reactants [Br:1][C:2]1[C:3](C)=[C:4]([CH:8]=[CH:9][CH:10]=1)C(O)=O.CN(C([O:19]N1N=NC2C=CC=CC1=2)=[N+](C)C)C.F[P-](F)(F)(F)(F)F.C1(N)CC1.CC[N:42]([CH:46]([CH3:48])C)[CH:43]([CH3:45])[CH3:44], predict the reaction product. The product is: [Br:1][C:2]1[CH:3]=[CH:4][C:48]([C:46]([NH:42][CH:43]2[CH2:44][CH2:45]2)=[O:19])=[C:9]([CH3:8])[CH:10]=1. (7) Given the reactants [CH:1]1([C@H:7]([O:20][CH3:21])[C:8]2[CH:13]=[CH:12][C:11]([C:14]([F:17])([F:16])[F:15])=[CH:10][C:9]=2[CH2:18]O)[CH2:6][CH2:5][CH2:4][CH2:3][CH2:2]1.C(Br)(Br)(Br)[Br:23].C1(P(C2C=CC=CC=2)C2C=CC=CC=2)C=CC=CC=1, predict the reaction product. The product is: [Br:23][CH2:18][C:9]1[CH:10]=[C:11]([C:14]([F:17])([F:16])[F:15])[CH:12]=[CH:13][C:8]=1[C@H:7]([CH:1]1[CH2:6][CH2:5][CH2:4][CH2:3][CH2:2]1)[O:20][CH3:21].